Dataset: Forward reaction prediction with 1.9M reactions from USPTO patents (1976-2016). Task: Predict the product of the given reaction. Given the reactants [NH:1]1[CH:5]=[C:4]([C:6]#[N:7])[CH:3]=[N:2]1.CC(C)([O-])C.[K+].[Br:14][C:15]1[CH:22]=[CH:21][CH:20]=[C:19](F)[C:16]=1[CH:17]=[O:18], predict the reaction product. The product is: [Br:14][C:15]1[C:16]([CH:17]=[O:18])=[C:19]([N:1]2[CH:5]=[C:4]([C:6]#[N:7])[CH:3]=[N:2]2)[CH:20]=[CH:21][CH:22]=1.